Dataset: Catalyst prediction with 721,799 reactions and 888 catalyst types from USPTO. Task: Predict which catalyst facilitates the given reaction. (1) Reactant: [CH3:1][O:2][C:3]1[CH:4]=[CH:5][C:6]([NH:11][C:12]2[C:13]3[N:14]([N:27]=[CH:28][N:29]=3)[CH:15]=[C:16]([N:18]3[CH2:23][CH2:22][CH2:21][CH:20]([C:24]([OH:26])=O)[CH2:19]3)[CH:17]=2)=[N:7][C:8]=1[O:9][CH3:10].[NH2:30][C:31]1[CH:43]=[CH:42][C:34]([C:35]([O:37][C:38]([CH3:41])([CH3:40])[CH3:39])=[O:36])=[CH:33][CH:32]=1.CCN=C=NCCCN(C)C.CN1C=CN=C1. Product: [CH3:1][O:2][C:3]1[CH:4]=[CH:5][C:6]([NH:11][C:12]2[C:13]3[N:14]([N:27]=[CH:28][N:29]=3)[CH:15]=[C:16]([N:18]3[CH2:23][CH2:22][CH2:21][CH:20]([C:24]([NH:30][C:31]4[CH:43]=[CH:42][C:34]([C:35]([O:37][C:38]([CH3:39])([CH3:40])[CH3:41])=[O:36])=[CH:33][CH:32]=4)=[O:26])[CH2:19]3)[CH:17]=2)=[N:7][C:8]=1[O:9][CH3:10]. The catalyst class is: 2. (2) Reactant: [Cl:1][C:2]1[CH:3]=[N:4][C:5]2[C:10]([C:11]=1[CH2:12][CH2:13][CH2:14][C:15]1([C:29]([O:31]CC)=[O:30])[CH2:20][CH2:19][N:18]([CH2:21][CH2:22][S:23][CH:24]3[CH2:28][CH2:27][CH2:26][CH2:25]3)[CH2:17][CH2:16]1)=[CH:9][C:8]([O:34][CH3:35])=[CH:7][CH:6]=2.[ClH:36]. Product: [ClH:1].[ClH:36].[Cl:1][C:2]1[CH:3]=[N:4][C:5]2[C:10]([C:11]=1[CH2:12][CH2:13][CH2:14][C:15]1([C:29]([OH:31])=[O:30])[CH2:20][CH2:19][N:18]([CH2:21][CH2:22][S:23][CH:24]3[CH2:25][CH2:26][CH2:27][CH2:28]3)[CH2:17][CH2:16]1)=[CH:9][C:8]([O:34][CH3:35])=[CH:7][CH:6]=2. The catalyst class is: 98. (3) The catalyst class is: 8. Reactant: [Br:1][C:2]1[CH:15]=[C:14]2[C:5]([O:6][CH:7]3[C:12](C=O)([C:13]2=[O:16])[CH2:11][CH2:10][C:9](=[O:19])[CH2:8]3)=[CH:4][CH:3]=1.Cl. Product: [Br:1][C:2]1[CH:15]=[C:14]2[C:5]([O:6][C@@H:7]3[C@@H:12]([C:13]2=[O:16])[CH2:11][CH2:10][C:9](=[O:19])[CH2:8]3)=[CH:4][CH:3]=1.[Br:1][C:2]1[CH:15]=[C:14]2[C:5]([O:6][C@@H:7]3[C@H:12]([C:13]2=[O:16])[CH2:11][CH2:10][C:9](=[O:19])[CH2:8]3)=[CH:4][CH:3]=1. (4) Reactant: Cl[C:2]1[CH:7]=[CH:6][C:5]([N+:8]([O-:10])=[O:9])=[CH:4][CH:3]=1.[NH:11]1[CH2:17][CH2:16][CH2:15][NH:14][CH2:13][CH2:12]1. Product: [N+:8]([C:5]1[CH:6]=[CH:7][C:2]([N:11]2[CH2:17][CH2:16][CH2:15][NH:14][CH2:13][CH2:12]2)=[CH:3][CH:4]=1)([O-:10])=[O:9]. The catalyst class is: 51. (5) Reactant: [CH3:1][O:2][C@@H:3]1[C@H:10]([OH:11])[CH2:9][CH2:8][C@@:5]2([O:7][CH2:6]2)[C@H:4]1[C@:12]1([CH3:20])[C@@H:14]([CH2:15][CH:16]=[C:17]([CH3:19])[CH3:18])[O:13]1.[CH:21]([P:23](=[O:30])([O:27][CH2:28][CH3:29])[O:24][CH2:25][CH3:26])=[CH2:22].[OH-].[K+]. Product: [CH3:1][O:2][C@@H:3]1[C@H:10]([O:11][CH2:22][CH2:21][P:23](=[O:30])([O:27][CH2:28][CH3:29])[O:24][CH2:25][CH3:26])[CH2:9][CH2:8][C@@:5]2([O:7][CH2:6]2)[C@H:4]1[C@:12]1([CH3:20])[C@@H:14]([CH2:15][CH:16]=[C:17]([CH3:19])[CH3:18])[O:13]1. The catalyst class is: 3. (6) Reactant: [N:1]#[C:2]Br.[F:4][C:5]([F:37])([F:36])[C:6]1[CH:7]=[C:8]([CH:29]=[C:30]([C:32]([F:35])([F:34])[F:33])[CH:31]=1)[CH2:9][NH:10][CH:11]1[CH2:17][CH2:16][CH2:15][N:14]([C:18]([O:20][CH:21]([CH3:23])[CH3:22])=[O:19])[C:13]2[CH:24]=[C:25]([Cl:28])[CH:26]=[CH:27][C:12]1=2. Product: [F:37][C:5]([F:4])([F:36])[C:6]1[CH:7]=[C:8]([CH:29]=[C:30]([C:32]([F:33])([F:34])[F:35])[CH:31]=1)[CH2:9][N:10]([C:2]#[N:1])[CH:11]1[CH2:17][CH2:16][CH2:15][N:14]([C:18]([O:20][CH:21]([CH3:23])[CH3:22])=[O:19])[C:13]2[CH:24]=[C:25]([Cl:28])[CH:26]=[CH:27][C:12]1=2. The catalyst class is: 28. (7) Reactant: [H-].[Na+].FC(F)(F)C(O)=O.[F:10][C:11]1[C:16]([F:17])=[CH:15][CH:14]=[CH:13][C:12]=1[CH2:18][S:19][C:20]1[N:25]=[C:24]([NH:26][S:27]([N:30]2[CH2:35][CH2:34][NH:33][CH2:32][CH2:31]2)(=[O:29])=[O:28])[CH:23]=[C:22]([O:36][CH3:37])[N:21]=1.Br[CH2:39][C:40]([O:42][CH2:43][CH3:44])=[O:41]. Product: [CH2:43]([O:42][C:40](=[O:41])[CH2:39][N:33]1[CH2:32][CH2:31][N:30]([S:27](=[O:29])(=[O:28])[NH:26][C:24]2[CH:23]=[C:22]([O:36][CH3:37])[N:21]=[C:20]([S:19][CH2:18][C:12]3[CH:13]=[CH:14][CH:15]=[C:16]([F:17])[C:11]=3[F:10])[N:25]=2)[CH2:35][CH2:34]1)[CH3:44]. The catalyst class is: 20. (8) Reactant: [F:1][C:2]([F:36])([F:35])[C:3]1[CH:4]=[C:5]([CH:28]=[C:29]([C:31]([F:34])([F:33])[F:32])[CH:30]=1)[C:6]([N:8]1[CH2:13][CH2:12][N:11]([CH2:14][CH:15]=[CH:16][CH2:17]Cl)[CH2:10][C@H:9]1[CH2:19][C:20]1[CH:25]=[CH:24][C:23]([CH3:26])=[C:22]([CH3:27])[CH:21]=1)=[O:7].Cl.[CH:38]([C@H:41]1[CH2:46][O:45][CH2:44][CH2:43][NH:42]1)([CH3:40])[CH3:39].C(=O)([O-])[O-].[K+].[K+]. Product: [F:1][C:2]([F:36])([F:35])[C:3]1[CH:4]=[C:5]([CH:28]=[C:29]([C:31]([F:34])([F:33])[F:32])[CH:30]=1)[C:6]([N:8]1[CH2:13][CH2:12][N:11]([CH2:14][CH:15]=[CH:16][CH2:17][N:42]2[CH2:43][CH2:44][O:45][CH2:46][C@@H:41]2[CH:38]([CH3:40])[CH3:39])[CH2:10][C@H:9]1[CH2:19][C:20]1[CH:25]=[CH:24][C:23]([CH3:26])=[C:22]([CH3:27])[CH:21]=1)=[O:7]. The catalyst class is: 6. (9) Reactant: [CH2:1]([C:3]1[C:4](=[O:15])[NH:5][C:6]([CH3:14])=[C:7]([C:9]2[S:10][CH:11]=[CH:12][CH:13]=2)[CH:8]=1)[CH3:2].[Li]CCCC.[N:21]1[CH:26]=[CH:25][CH:24]=[CH:23][C:22]=1[CH:27]=[O:28]. Product: [CH2:1]([C:3]1[C:4](=[O:15])[NH:5][C:6]([CH3:14])=[C:7]([C:9]2[S:10][C:11]([CH:27]([OH:28])[C:22]3[CH:23]=[CH:24][CH:25]=[CH:26][N:21]=3)=[CH:12][CH:13]=2)[CH:8]=1)[CH3:2]. The catalyst class is: 1.